From a dataset of Full USPTO retrosynthesis dataset with 1.9M reactions from patents (1976-2016). Predict the reactants needed to synthesize the given product. (1) Given the product [Cl:44][C:41]1[CH:42]=[CH:43][C:38]([CH:14]([C:11]2[CH:10]=[CH:9][C:8]([Cl:7])=[CH:13][CH:12]=2)[C:15]2[CH:16]=[C:17]3[C:22](=[CH:23][CH:24]=2)[N:21]=[C:20]([O:3][CH2:2][CH2:1][OH:4])[N:19]=[C:18]3[NH:26][CH2:27][C:28]2[CH:33]=[CH:32][CH:31]=[C:30]([C:34]([F:37])([F:36])[F:35])[CH:29]=2)=[CH:39][CH:40]=1, predict the reactants needed to synthesize it. The reactants are: [CH2:1]([OH:4])[CH2:2][OH:3].[H-].[Na+].[Cl:7][C:8]1[CH:13]=[CH:12][C:11]([CH:14]([C:38]2[CH:43]=[CH:42][C:41]([Cl:44])=[CH:40][CH:39]=2)[C:15]2[CH:16]=[C:17]3[C:22](=[CH:23][CH:24]=2)[N:21]=[C:20](Cl)[N:19]=[C:18]3[NH:26][CH2:27][C:28]2[CH:33]=[CH:32][CH:31]=[C:30]([C:34]([F:37])([F:36])[F:35])[CH:29]=2)=[CH:10][CH:9]=1. (2) Given the product [N+:2]([C:4]1[CH:9]=[CH:8][CH:7]=[CH:6][CH:5]=1)([O-:3])=[O:1], predict the reactants needed to synthesize it. The reactants are: [O:1]=[N+:2]=[O:3].[CH:4]1[CH:9]=[CH:8][CH:7]=[CH:6][CH:5]=1. (3) Given the product [CH2:21]([N:20]([CH2:13][C:14]1[CH:19]=[CH:18][CH:17]=[CH:16][CH:15]=1)[CH:10]([C:1]#[C:2][CH2:3][CH2:4][CH2:5][CH3:6])[CH2:9][CH:8]([CH3:12])[CH3:7])[C:22]1[CH:27]=[CH:26][CH:25]=[CH:24][CH:23]=1, predict the reactants needed to synthesize it. The reactants are: [CH:1]#[C:2][CH2:3][CH2:4][CH2:5][CH3:6].[CH3:7][CH:8]([CH3:12])[CH2:9][CH:10]=O.[CH2:13]([NH:20][CH2:21][C:22]1[CH:27]=[CH:26][CH:25]=[CH:24][CH:23]=1)[C:14]1[CH:19]=[CH:18][CH:17]=[CH:16][CH:15]=1. (4) Given the product [CH3:36][C:37]1([CH3:44])[O:42][CH2:41][CH:40]([N:31]2[CH2:30][CH2:29][C:28]3[CH:34]=[CH:35][C:25]([C:22]4[N:21]=[C:20]([C:15]5[CH:16]=[C:17]([C:18]#[N:19])[C:12]([O:11][CH:9]([CH3:8])[CH3:10])=[N:13][CH:14]=5)[O:24][N:23]=4)=[CH:26][C:27]=3[CH2:33][CH2:32]2)[CH2:39][O:38]1, predict the reactants needed to synthesize it. The reactants are: FC(F)(F)C(O)=O.[CH3:8][CH:9]([O:11][C:12]1[C:17]([C:18]#[N:19])=[CH:16][C:15]([C:20]2[O:24][N:23]=[C:22]([C:25]3[CH:35]=[CH:34][C:28]4[CH2:29][CH2:30][NH:31][CH2:32][CH2:33][C:27]=4[CH:26]=3)[N:21]=2)=[CH:14][N:13]=1)[CH3:10].[CH3:36][C:37]1([CH3:44])[O:42][CH2:41][C:40](=O)[CH2:39][O:38]1.C(O[BH-](OC(=O)C)OC(=O)C)(=O)C.[Na+].C(=O)([O-])O.[Na+].